This data is from Catalyst prediction with 721,799 reactions and 888 catalyst types from USPTO. The task is: Predict which catalyst facilitates the given reaction. (1) Reactant: Br[CH2:2][CH2:3][O:4][C:5]1[CH:6]=[CH:7][C:8]([C:21]2[NH:30][C:29](=[O:31])[C:28]3[C:23](=[CH:24][C:25]([O:34][CH3:35])=[CH:26][C:27]=3[O:32][CH3:33])[N:22]=2)=[N:9][C:10]=1[C:11]1[CH:16]=[CH:15][CH:14]=[C:13]([S:17]([CH3:20])(=[O:19])=[O:18])[CH:12]=1.[CH:36]([NH2:39])([CH3:38])[CH3:37]. Product: [CH:36]([NH:39][CH2:2][CH2:3][O:4][C:5]1[CH:6]=[CH:7][C:8]([C:21]2[NH:30][C:29](=[O:31])[C:28]3[C:23](=[CH:24][C:25]([O:34][CH3:35])=[CH:26][C:27]=3[O:32][CH3:33])[N:22]=2)=[N:9][C:10]=1[C:11]1[CH:16]=[CH:15][CH:14]=[C:13]([S:17]([CH3:20])(=[O:19])=[O:18])[CH:12]=1)([CH3:38])[CH3:37]. The catalyst class is: 16. (2) Reactant: Cl[CH2:2][C:3]([C:5]1[CH:10]=[C:9]([Cl:11])[CH:8]=[CH:7][C:6]=1[OH:12])=[O:4].C([O-])(=O)C.[Na+]. Product: [Cl:11][C:9]1[CH:8]=[CH:7][C:6]2[O:12][CH2:2][C:3](=[O:4])[C:5]=2[CH:10]=1. The catalyst class is: 8.